This data is from Forward reaction prediction with 1.9M reactions from USPTO patents (1976-2016). The task is: Predict the product of the given reaction. Given the reactants [C:1](Cl)(Cl)=[O:2].[C:5]([O:9][C:10](=[O:30])[NH:11][CH2:12][C@H:13]([OH:29])[CH2:14][NH:15][C:16]1[CH:17]=[C:18]2[C:22](=[CH:23][CH:24]=1)[N:21]([CH2:25][CH2:26][F:27])[C:20](=[O:28])[CH2:19]2)([CH3:8])([CH3:7])[CH3:6].C(N(CC)CC)C, predict the reaction product. The product is: [C:5]([O:9][C:10](=[O:30])[NH:11][CH2:12][C@@H:13]1[O:29][C:1](=[O:2])[N:15]([C:16]2[CH:17]=[C:18]3[C:22](=[CH:23][CH:24]=2)[N:21]([CH2:25][CH2:26][F:27])[C:20](=[O:28])[CH2:19]3)[CH2:14]1)([CH3:8])([CH3:6])[CH3:7].